Dataset: Merck oncology drug combination screen with 23,052 pairs across 39 cell lines. Task: Regression. Given two drug SMILES strings and cell line genomic features, predict the synergy score measuring deviation from expected non-interaction effect. (1) Drug 1: CCN(CC)CCNC(=O)c1c(C)[nH]c(C=C2C(=O)Nc3ccc(F)cc32)c1C. Drug 2: C#Cc1cccc(Nc2ncnc3cc(OCCOC)c(OCCOC)cc23)c1. Cell line: RPMI7951. Synergy scores: synergy=2.37. (2) Drug 1: CS(=O)(=O)CCNCc1ccc(-c2ccc3ncnc(Nc4ccc(OCc5cccc(F)c5)c(Cl)c4)c3c2)o1. Drug 2: NC(=O)c1cccc2cn(-c3ccc(C4CCCNC4)cc3)nc12. Cell line: A2058. Synergy scores: synergy=17.4. (3) Drug 1: Cn1nnc2c(C(N)=O)ncn2c1=O. Drug 2: COC1=C2CC(C)CC(OC)C(O)C(C)C=C(C)C(OC(N)=O)C(OC)C=CC=C(C)C(=O)NC(=CC1=O)C2=O. Cell line: NCIH2122. Synergy scores: synergy=-16.7. (4) Drug 1: COC12C(COC(N)=O)C3=C(C(=O)C(C)=C(N)C3=O)N1CC1NC12. Drug 2: NC1(c2ccc(-c3nc4ccn5c(=O)[nH]nc5c4cc3-c3ccccc3)cc2)CCC1. Cell line: SW620. Synergy scores: synergy=15.3.